From a dataset of Reaction yield outcomes from USPTO patents with 853,638 reactions. Predict the reaction yield, written as a fraction of the theoretical maximum amount of product (1.0 means a 100% yield; for example, 0.34 means a 34% yield). (1) The reactants are S([O:6][CH3:7])(OC)(=O)=O.[O-][N+:9]1[CH:14]=[CH:13][CH:12]=[C:11]([F:15])[CH:10]=1.[C-]#N.[Na+].[OH-].[Na+].FC1C(C#N)=NC=CC=1.Cl.[C:31]([NH2:35])([CH3:34])([CH3:33])[CH3:32].CCN=C=NCCCN(C)C.Cl.C1C=CC2N(O)N=NC=2C=1. The catalyst is O. The product is [C:31]([NH:35][C:7]([C:10]1[C:11]([F:15])=[CH:12][CH:13]=[CH:14][N:9]=1)=[O:6])([CH3:34])([CH3:33])[CH3:32]. The yield is 0.120. (2) The reactants are [CH3:1][O:2][C:3]([NH:5][C@H:6]([C:10]([N:12]1[CH2:16][CH2:15][CH2:14][C@H:13]1[C:17]1[NH:18][CH:19]=[C:20]([C:22]2[CH:27]=[CH:26][C:25]([C:28]3[CH:33]=[CH:32][C:31]([C:34]4[N:35]=[C:36]([C@@H:39]5[CH2:47][C:42]6([S:46][CH2:45][CH2:44][S:43]6)[CH2:41][N:40]5[C:48]([O:50][CH2:51][C:52]5[CH:57]=[CH:56][CH:55]=[CH:54][CH:53]=5)=[O:49])[NH:37][CH:38]=4)=[CH:30][CH:29]=3)=[CH:24][CH:23]=2)[N:21]=1)=[O:11])[CH:7]([CH3:9])[CH3:8])=[O:4].[CH3:58][CH:59]([CH3:115])[C@H:60]([NH:110][C:111]([O:113][CH3:114])=[O:112])[C:61]([N:63]1[CH2:67][CH2:66][CH2:65][C@H:64]1[C:68]1[NH:69][CH:70]=[C:71]([C:73]2[CH:78]=[CH:77][C:76]([C:79]3[CH:84]=[CH:83][C:82]([C:85](=[O:109])[CH2:86][NH:87][C:88]([C@@H:90]4[CH2:98][C:93]5([S:97][CH2:96][CH2:95][S:94]5)[CH2:92][N:91]4[C:99]([O:101][CH2:102][C:103]4[CH:108]=[CH:107][CH:106]=[CH:105][CH:104]=4)=[O:100])=[O:89])=[CH:81][CH:80]=3)=[CH:75][CH:74]=2)[N:72]=1)=[O:62]. No catalyst specified. The product is [CH3:1][O:2][C:3]([NH:5][C@H:6]([C:10]([N:12]1[CH2:16][CH2:15][CH2:14][C@H:13]1[C:17]1[NH:18][CH:19]=[C:20]([C:22]2[CH:23]=[CH:24][C:25]([C:28]3[CH:29]=[CH:30][C:31]([C:34]4[N:35]=[C:36]([C@@H:39]5[CH2:47][C:42]6([S:46][CH2:45][CH2:44][S:43]6)[CH2:41][N:40]5[C:48]([O:50][CH2:51][C:52]5[CH:57]=[CH:56][CH:55]=[CH:54][CH:53]=5)=[O:49])[NH:37][CH:38]=4)=[CH:32][CH:33]=3)=[CH:26][CH:27]=2)[N:21]=1)=[O:11])[CH:7]([CH3:9])[CH3:8])=[O:4].[CH3:58][CH:59]([CH3:115])[C@H:60]([NH:110][C:111]([O:113][CH3:114])=[O:112])[C:61]([N:63]1[CH2:67][CH2:66][CH2:65][C@H:64]1[C:68]1[NH:69][CH:70]=[C:71]([C:73]2[CH:74]=[CH:75][C:76]([C:79]3[CH:84]=[CH:83][C:82]([C:85](=[O:109])[CH2:86][NH:87][C:88]([C@@H:90]4[CH2:98][C:93]5([S:97][CH2:96][CH2:95][S:94]5)[CH2:92][N:91]4[C:99]([O:101][CH2:102][C:103]4[CH:108]=[CH:107][CH:106]=[CH:105][CH:104]=4)=[O:100])=[O:89])=[CH:81][CH:80]=3)=[CH:77][CH:78]=2)[N:72]=1)=[O:62].[C:51]([O-:62])(=[O:50])[CH3:52].[NH4+:5]. The yield is 0.870. (3) The reactants are Br[CH:2]([CH3:12])[C:3]([C:5]1[CH:10]=[CH:9][C:8]([CH3:11])=[CH:7][CH:6]=1)=O.[NH2:13][C:14]([NH2:16])=[S:15]. The catalyst is CCO. The product is [CH3:12][C:2]1[S:15][C:14]([NH2:16])=[N:13][C:3]=1[C:5]1[CH:10]=[CH:9][C:8]([CH3:11])=[CH:7][CH:6]=1. The yield is 0.990. (4) The reactants are [CH3:1][CH:2]1[CH2:7][C:6](=[O:8])[CH2:5][C:4](=[O:9])[CH2:3]1.C([O-])([O-])=O.[Na+].[Na+].[O:16](S(C(F)(F)F)(=O)=O)[S:17]([C:20]([F:23])([F:22])[F:21])(=O)=[O:18]. The catalyst is C(Cl)Cl. The product is [F:21][C:20]([F:23])([F:22])[S:17]([O:8][C:6]1[CH2:7][CH:2]([CH3:1])[CH2:3][C:4](=[O:9])[CH:5]=1)(=[O:18])=[O:16]. The yield is 0.780.